This data is from Catalyst prediction with 721,799 reactions and 888 catalyst types from USPTO. The task is: Predict which catalyst facilitates the given reaction. (1) Reactant: [CH2:1]([O:3][C:4]([C:6]1[S:7][C:8]([C:22]2[CH:27]=[CH:26][C:25]([Cl:28])=[CH:24][CH:23]=2)=[C:9]([CH3:21])[C:10]=1[C:11]1[CH:16]=[CH:15][C:14]([S:17](=[O:20])(=[O:19])[NH2:18])=[CH:13][CH:12]=1)=[O:5])[CH3:2].C1C(=O)N([Br:36])C(=O)C1.CC(N=NC(C#N)(C)C)(C#N)C. Product: [Br:36][CH2:21][C:9]1[C:10]([C:11]2[CH:12]=[CH:13][C:14]([S:17](=[O:20])(=[O:19])[NH2:18])=[CH:15][CH:16]=2)=[C:6]([C:4]([O:3][CH2:1][CH3:2])=[O:5])[S:7][C:8]=1[C:22]1[CH:23]=[CH:24][C:25]([Cl:28])=[CH:26][CH:27]=1. The catalyst class is: 159. (2) Reactant: [NH2:1][C:2]1[N:3]([CH3:32])[C:4](=[O:31])[C:5]2[C:6](=[N:8][N:9]([CH2:19][C:20]3[C:29]4[C:24](=[CH:25][CH:26]=[C:27]([Cl:30])[CH:28]=4)[N:23]=[CH:22][CH:21]=3)[C:10]=2[C:11]2[N:15]([CH3:16])[CH:14]=[C:13]([C:17]#[N:18])[CH:12]=2)[N:7]=1.Br[CH2:34][CH:35]1[CH2:37][CH2:36]1. Product: [Cl:30][C:27]1[CH:28]=[C:29]2[C:24](=[CH:25][CH:26]=1)[N:23]=[CH:22][CH:21]=[C:20]2[CH2:19][N:9]1[C:10]([C:11]2[N:15]([CH3:16])[CH:14]=[C:13]([C:17]#[N:18])[CH:12]=2)=[C:5]2[C:6]([N:7]([CH2:34][CH:35]3[CH2:37][CH2:36]3)[C:2](=[NH:1])[N:3]([CH3:32])[C:4]2=[O:31])=[N:8]1. The catalyst class is: 1.